From a dataset of Experimentally validated miRNA-target interactions with 360,000+ pairs, plus equal number of negative samples. Binary Classification. Given a miRNA mature sequence and a target amino acid sequence, predict their likelihood of interaction. (1) The miRNA is hsa-miR-523-5p with sequence CUCUAGAGGGAAGCGCUUUCUG. The protein sequence of the target gene is MTDVPATFTQAECNGDKPPENGQQTITKISEELTDVDSPLPHYRVEPSLEGALTKGSQEERRKLQGNMLLNSSMEDKMLKENPEEKLFIVHKAITDLSLQETSADEMTFREGHQWEKIPLSGSNQEIRRQKERITEQPLKEEEDEDRKNKGHQAAEIEWLGFRKPSQADMLHSKHDEEQKVWDEEIDDDDDDNCNNDEDEVRVIEFKKKHEEVSQFKEEGDASEDSPLSSASSQAVTPDEQPTLGKKSDISRNAYSRYNTISYRKIRKGNTKQRIDEFESMMHL. Result: 0 (no interaction). (2) The miRNA is hsa-miR-17-3p with sequence ACUGCAGUGAAGGCACUUGUAG. The protein sequence of the target gene is MDVCVRLALWLLWGLLLHQGQSLSHSHSEKATGTSSGANSEESTAAEFCRIDKPLCHSEDEKLSFEAVRNIHKLMDDDANGDVDVEESDEFLREDLNYHDPTVKHSTFHGEDKLISVEDLWKAWKSSEVYNWTVDEVVQWLITYVELPQYEETFRKLQLSGHAMPRLAVTNTTMTGTVLKMTDRSHRQKLQLKALDTVLFGPPLLTRHNHLKDFMLVVSIVIGVGGCWFAYIQNRYSKEHMKKMMKDLEGLHRAEQSLHDLQERLHKAQEEHRTVEVEKVHLEKKLRDEINLAKQEAQRL.... Result: 1 (interaction).